Dataset: Reaction yield outcomes from USPTO patents with 853,638 reactions. Task: Predict the reaction yield, written as a fraction of the theoretical maximum amount of product (1.0 means a 100% yield; for example, 0.34 means a 34% yield). The reactants are [Br:1]N1C(=O)CCC1=O.[NH2:9][C:10]1[S:11][CH:12]=[C:13]([C:15]([CH3:18])([CH3:17])[CH3:16])[N:14]=1.CCCCCC. The catalyst is C(Cl)(Cl)(Cl)Cl. The product is [NH2:9][C:10]1[S:11][C:12]([Br:1])=[C:13]([C:15]([CH3:18])([CH3:17])[CH3:16])[N:14]=1. The yield is 0.937.